Dataset: Full USPTO retrosynthesis dataset with 1.9M reactions from patents (1976-2016). Task: Predict the reactants needed to synthesize the given product. (1) Given the product [CH3:1][O:2][C:3]1[CH:4]=[C:5]2[C:10](=[CH:11][C:12]=1[O:13][CH3:14])[N:9]=[CH:8][CH:7]=[C:6]2[N:15]1[CH2:21][C:20]2[CH:22]=[C:23]([C:26]3[CH:31]=[CH:30][C:29]4[N:32]=[C:39]([NH:38][C:36](=[O:37])[O:35][CH3:34])[NH:33][C:28]=4[CH:27]=3)[CH:24]=[CH:25][C:19]=2[O:18][CH2:17][CH2:16]1, predict the reactants needed to synthesize it. The reactants are: [CH3:1][O:2][C:3]1[CH:4]=[C:5]2[C:10](=[CH:11][C:12]=1[O:13][CH3:14])[N:9]=[CH:8][CH:7]=[C:6]2[N:15]1[CH2:21][C:20]2[CH:22]=[C:23]([C:26]3[CH:27]=[C:28]([NH2:33])[C:29]([NH2:32])=[CH:30][CH:31]=3)[CH:24]=[CH:25][C:19]=2[O:18][CH2:17][CH2:16]1.[CH3:34][O:35][C:36]([NH:38][C:39](=NC(OC)=O)SC)=[O:37]. (2) Given the product [N:45]([CH2:6][C@H:7]1[CH2:11][CH2:10][C:9](=[O:12])[N:8]1[C:13]1[CH:18]=[C:17]([F:19])[CH:16]=[CH:15][C:14]=1[CH2:20][NH:21][C:22]([C:24]1[N:25]=[C:26]2[N:31]([C:32](=[O:42])[C:33]=1[O:34][CH2:35][C:36]1[CH:37]=[CH:38][CH:39]=[CH:40][CH:41]=1)[CH2:30][CH2:29][O:28][C:27]2([CH3:43])[CH3:44])=[O:23])=[N+:46]=[N-:47], predict the reactants needed to synthesize it. The reactants are: CS(O[CH2:6][C@H:7]1[CH2:11][CH2:10][C:9](=[O:12])[N:8]1[C:13]1[CH:18]=[C:17]([F:19])[CH:16]=[CH:15][C:14]=1[CH2:20][NH:21][C:22]([C:24]1[N:25]=[C:26]2[N:31]([C:32](=[O:42])[C:33]=1[O:34][CH2:35][C:36]1[CH:41]=[CH:40][CH:39]=[CH:38][CH:37]=1)[CH2:30][CH2:29][O:28][C:27]2([CH3:44])[CH3:43])=[O:23])(=O)=O.[N-:45]=[N+:46]=[N-:47].[Na+].O. (3) Given the product [CH2:17]([N:24]1[CH2:28][CH2:29][N:2]([C@@H:3]([CH2:8][NH:9][C:10]([O:12][C:13]([CH3:16])([CH3:15])[CH3:14])=[O:11])[C:4]([O:6][CH3:7])=[O:5])[CH2:26][CH2:25]1)[C:18]1[CH:23]=[CH:22][CH:21]=[CH:20][CH:19]=1, predict the reactants needed to synthesize it. The reactants are: Cl.[NH2:2][C@@H:3]([CH2:8][NH:9][C:10]([O:12][C:13]([CH3:16])([CH3:15])[CH3:14])=[O:11])[C:4]([O:6][CH3:7])=[O:5].[CH2:17]([N:24]([CH2:28][CH2:29]Cl)[CH2:25][CH2:26]Cl)[C:18]1[CH:23]=[CH:22][CH:21]=[CH:20][CH:19]=1. (4) Given the product [CH2:30]([O:29][C:7]1[CH:6]=[C:5]([CH2:4][C:3]([OH:32])=[O:2])[CH:10]=[C:9]([S:11]([C:14]2[S:15][CH:16]=[C:17]([C:19]3[CH:20]=[CH:21][C:22]([C:25]([F:26])([F:27])[F:28])=[CH:23][CH:24]=3)[CH:18]=2)(=[O:13])=[O:12])[CH:8]=1)[CH3:31], predict the reactants needed to synthesize it. The reactants are: C[O:2][C:3](=[O:32])[CH2:4][C:5]1[CH:10]=[C:9]([S:11]([C:14]2[S:15][CH:16]=[C:17]([C:19]3[CH:24]=[CH:23][C:22]([C:25]([F:28])([F:27])[F:26])=[CH:21][CH:20]=3)[CH:18]=2)(=[O:13])=[O:12])[CH:8]=[C:7]([O:29][CH2:30][CH3:31])[CH:6]=1.C(OCC)(=O)C.CCCCCC.Cl. (5) Given the product [F:23][C:20]1[CH:21]=[CH:22][C:17]([I:16])=[CH:18][C:19]=1[B:28]([OH:29])[OH:27], predict the reactants needed to synthesize it. The reactants are: C([Li])CCC.CC1(C)CCCC(C)(C)N1.[I:16][C:17]1[CH:22]=[CH:21][C:20]([F:23])=[CH:19][CH:18]=1.C([O:27][B:28](OC(C)C)[O:29]C(C)C)(C)C.Cl. (6) Given the product [C:38]([O:42][C:43](=[O:55])[C@H:44]([CH2:46][CH2:47][C:48]([O:50][C:51]([CH3:54])([CH3:53])[CH3:52])=[O:49])[NH:45][C:7](=[O:9])[C:6]1[CH:10]=[CH:11][C:3]([NH2:2])=[N:4][C:5]=1[F:12])([CH3:40])([CH3:41])[CH3:39], predict the reactants needed to synthesize it. The reactants are: Cl.[NH2:2][C:3]1[CH:11]=[CH:10][C:6]([C:7]([OH:9])=O)=[C:5]([F:12])[N:4]=1.ON1C(=O)CCC1=O.C(N(CC)CC)C.CC(N=C=NC(C)C)C.Cl.[C:38]([O:42][C:43](=[O:55])[C@H:44]([CH2:46][CH2:47][C:48]([O:50][C:51]([CH3:54])([CH3:53])[CH3:52])=[O:49])[NH2:45])([CH3:41])([CH3:40])[CH3:39].